Dataset: Full USPTO retrosynthesis dataset with 1.9M reactions from patents (1976-2016). Task: Predict the reactants needed to synthesize the given product. (1) Given the product [CH:1]1([C:4]#[C:5][CH2:6][NH:7][C:9]2[CH2:13][S:12][C:11](=[O:14])[N:10]=2)[CH2:3][CH2:2]1, predict the reactants needed to synthesize it. The reactants are: [CH:1]1([C:4]#[C:5][CH2:6][NH2:7])[CH2:3][CH2:2]1.S=[C:9]1[CH2:13][S:12][C:11](=[O:14])[NH:10]1. (2) Given the product [Cl:26][C:4]1[CH:3]=[C:2]([NH:1][C:34]([C:32]2[O:33][C:29]([CH2:27][OH:28])=[CH:30][CH:31]=2)=[O:35])[CH:25]=[CH:24][C:5]=1[CH2:6][CH:7]1[CH2:11][CH2:10][N:9]([CH:12]2[CH:13]3[CH2:14][CH:15]4[CH2:16][C:17]([OH:22])([CH2:18][CH:19]2[CH2:20]4)[CH2:21]3)[C:8]1=[O:23], predict the reactants needed to synthesize it. The reactants are: [NH2:1][C:2]1[CH:25]=[CH:24][C:5]([CH2:6][CH:7]2[CH2:11][CH2:10][N:9]([CH:12]3[CH:19]4[CH2:20][CH:15]5[CH2:16][C:17]([OH:22])([CH2:21][CH:13]3[CH2:14]5)[CH2:18]4)[C:8]2=[O:23])=[C:4]([Cl:26])[CH:3]=1.[CH:27]([C:29]1[O:33][C:32]([C:34](O)=[O:35])=[CH:31][CH:30]=1)=[O:28].O=C1N(P(Cl)(N2CCOC2=O)=O)CCO1.[BH4-].[Na+].